The task is: Predict the reactants needed to synthesize the given product.. This data is from Full USPTO retrosynthesis dataset with 1.9M reactions from patents (1976-2016). (1) Given the product [C:24]1([C@H:30]([N:32]2[C:2]3[C:3](=[C:4]([C:10]#[N:11])[C:5]([C:6]#[N:7])=[CH:8][CH:9]=3)[CH:12]=[CH:13]2)[CH3:31])[CH:29]=[CH:28][CH:27]=[CH:26][CH:25]=1, predict the reactants needed to synthesize it. The reactants are: F[C:2]1[C:3]([C:12]#[C:13][Si](C)(C)C)=[C:4]([C:10]#[N:11])[C:5](=[CH:8][CH:9]=1)[C:6]#[N:7].C([O-])([O-])=O.[K+].[K+].[C:24]1([C@H:30]([NH2:32])[CH3:31])[CH:29]=[CH:28][CH:27]=[CH:26][CH:25]=1. (2) Given the product [S:8]([O:11][CH2:7][C@H:2]([C@@H:3]([CH2:4][O:11][S:8]([C:5]1[CH:6]=[CH:7][C:2]([CH3:12])=[CH:3][CH:4]=1)(=[O:9])=[O:10])[OH:1])[OH:1])([C:5]1[CH:4]=[CH:3][C:2]([CH3:12])=[CH:7][CH:6]=1)(=[O:9])=[O:10], predict the reactants needed to synthesize it. The reactants are: [OH2:1].[C:2]1([CH3:12])[CH:7]=[CH:6][C:5]([S:8]([OH:11])(=[O:10])=[O:9])=[CH:4][CH:3]=1.